This data is from Catalyst prediction with 721,799 reactions and 888 catalyst types from USPTO. The task is: Predict which catalyst facilitates the given reaction. (1) Reactant: [N+:1]([C:4]1[CH:5]=[C:6]2[C:11](=[CH:12][CH:13]=1)[N:10]=[C:9]([N:14]1[CH2:19][CH2:18][CH2:17][CH2:16][CH2:15]1)[CH:8]=[CH:7]2)([O-])=O. Product: [N:14]1([C:9]2[CH:8]=[CH:7][C:6]3[C:11](=[CH:12][CH:13]=[C:4]([NH2:1])[CH:5]=3)[N:10]=2)[CH2:15][CH2:16][CH2:17][CH2:18][CH2:19]1. The catalyst class is: 105. (2) Reactant: [CH2:1]([N:3]([CH2:19]/[CH:20]=[CH:21]\[CH2:22][OH:23])[C:4](=[O:18])[CH:5]([C:12]1[CH:17]=[CH:16][CH:15]=[CH:14][CH:13]=1)[C:6]1[CH:11]=[CH:10][CH:9]=[CH:8][CH:7]=1)[CH3:2].[NH4+].[Cl-].Cl[C:27]([O:29][CH3:30])=[O:28]. Product: [C:27](=[O:28])([O:29][CH3:30])[O:23][CH2:22]/[CH:21]=[CH:20]\[CH2:19][N:3]([CH2:1][CH3:2])[C:4](=[O:18])[CH:5]([C:12]1[CH:17]=[CH:16][CH:15]=[CH:14][CH:13]=1)[C:6]1[CH:11]=[CH:10][CH:9]=[CH:8][CH:7]=1. The catalyst class is: 79. (3) Reactant: [OH:1][CH:2]1[CH2:7][CH2:6][N:5]([C:8]([O:10][C:11]([CH3:14])([CH3:13])[CH3:12])=[O:9])[CH2:4][CH2:3]1.C(N(CC)CC)C.[CH3:22][S:23](Cl)(=[O:25])=[O:24]. Product: [CH3:22][S:23]([O:1][CH:2]1[CH2:3][CH2:4][N:5]([C:8]([O:10][C:11]([CH3:14])([CH3:13])[CH3:12])=[O:9])[CH2:6][CH2:7]1)(=[O:25])=[O:24]. The catalyst class is: 4. (4) Product: [NH:1]1[C:5]2[CH:6]=[CH:7][CH:8]=[CH:9][C:4]=2[N:3]=[C:2]1[CH2:10][N:11]1[CH2:17][C:16]2[CH:18]=[C:19]([C:22]([NH:27][OH:28])=[O:23])[CH:20]=[CH:21][C:15]=2[NH:14][C:13](=[O:26])[CH2:12]1. Reactant: [NH:1]1[C:5]2[CH:6]=[CH:7][CH:8]=[CH:9][C:4]=2[N:3]=[C:2]1[CH2:10][N:11]1[CH2:17][C:16]2[CH:18]=[C:19]([C:22](OC)=[O:23])[CH:20]=[CH:21][C:15]=2[NH:14][C:13](=[O:26])[CH2:12]1.[NH2:27][OH:28].[OH-].[Na+].Cl. The catalyst class is: 92. (5) Reactant: [Cl-].[CH3:2]OC[P+](C1C=CC=CC=1)(C1C=CC=CC=1)C1C=CC=CC=1.C[Si]([N-][Si](C)(C)C)(C)C.[K+].[NH2:34][C:35]1[C:40]([C:41]([C:43]2[CH:44]=[N:45][C:46]([NH2:49])=[CH:47][CH:48]=2)=O)=[CH:39][C:38]([C:50]2[CH:55]=[CH:54][C:53]([O:56][CH3:57])=[C:52]([O:58][CH3:59])[CH:51]=2)=[CH:37][N:36]=1. Product: [CH3:59][O:58][C:52]1[CH:51]=[C:50]([C:38]2[CH:39]=[C:40]3[C:41]([C:43]4[CH:48]=[CH:47][C:46]([NH2:49])=[N:45][CH:44]=4)=[CH:2][NH:34][C:35]3=[N:36][CH:37]=2)[CH:55]=[CH:54][C:53]=1[O:56][CH3:57]. The catalyst class is: 1. (6) Reactant: [Li+].[Cl-].[CH3:3][C:4]1C=CC(S(O)(=O)=[O:11])=CC=1.[OH:14][CH:15]1[O:23][CH2:22][C@@H:20](O)[C@H:18](O)[C@H:16]1O.[CH2:24]1[C:35]2[CH:36]=[CH:37][C:32](=[C:33](P(C3C=CC=CC=3)C3C=CC=CC=3)[CH:34]=2)[CH2:31][CH2:30][C:29]2[CH:51]=[CH:52][C:26](=[C:27](P(C3C=CC=CC=3)C3C=CC=CC=3)[CH:28]=2)[CH2:25]1.C=CC1C=CC=CC=1.[C:74]1([OH:80])[CH:79]=[CH:78][CH:77]=[CH:76][CH:75]=1. Product: [C:26]1([CH:25]([CH3:24])[C:15]([O:23][C:22]2[CH:20]=[CH:18][CH:16]=[CH:4][CH:3]=2)=[O:14])[CH:52]=[CH:51][CH:29]=[CH:28][CH:27]=1.[C:32]1([CH2:31][CH2:30][C:29]([O:80][C:74]2[CH:79]=[CH:78][CH:77]=[CH:76][CH:75]=2)=[O:11])[CH:33]=[CH:34][CH:35]=[CH:36][CH:37]=1. The catalyst class is: 131. (7) The catalyst class is: 2. Product: [NH2:12][C:11]1[N:10]([CH2:13][CH2:14][OH:15])[N:9]=[CH:8][C:7]=1[NH:6][C:25](=[O:26])[CH2:24][NH:23][C:21]([O:20][C:16]([CH3:18])([CH3:17])[CH3:19])=[O:22]. Reactant: S(=O)(=O)(O)O.[NH2:6][C:7]1[CH:8]=[N:9][N:10]([CH2:13][CH2:14][OH:15])[C:11]=1[NH2:12].[C:16]([O:20][C:21]([NH:23][CH2:24][C:25](ON1C(=O)CCC1=O)=[O:26])=[O:22])([CH3:19])([CH3:18])[CH3:17].C(N(C(C)C)C(C)C)C.